Dataset: Forward reaction prediction with 1.9M reactions from USPTO patents (1976-2016). Task: Predict the product of the given reaction. (1) The product is: [N:1]1([CH2:13][CH2:14][NH2:16])[C:10]2[C:5](=[CH:6][CH:7]=[CH:8][CH:9]=2)[C:4]2([CH2:12][CH2:11]2)[CH2:3][CH2:2]1. Given the reactants [N:1]1([CH2:13][C:14]([NH2:16])=O)[C:10]2[C:5](=[CH:6][CH:7]=[CH:8][CH:9]=2)[C:4]2([CH2:12][CH2:11]2)[CH2:3][CH2:2]1.CO.Cl, predict the reaction product. (2) Given the reactants [C:1]([NH:8][CH2:9][CH2:10][C:11]([OH:13])=[O:12])([O:3][C:4]([CH3:7])([CH3:6])[CH3:5])=[O:2].[CH2:14](O)[C:15]#[CH:16].C1(N=C=NC2CCCCC2)CCCCC1, predict the reaction product. The product is: [CH2:16]([O:12][C:11](=[O:13])[CH2:10][CH2:9][NH:8][C:1]([O:3][C:4]([CH3:6])([CH3:7])[CH3:5])=[O:2])[C:15]#[CH:14]. (3) Given the reactants C(OC([N:8]1[CH2:13][CH2:12][CH2:11][C@H:10]([NH:14][CH2:15][C:16]2[CH:17]=[C:18]3[C:22](=[CH:23][C:24]=2[O:25][CH3:26])[CH2:21][O:20][C:19]3([C:31]2[CH:36]=[CH:35][CH:34]=[CH:33][CH:32]=2)[C:27]([F:30])([F:29])[F:28])[C@@H:9]1[C:37]1[CH:42]=[CH:41][CH:40]=[CH:39][CH:38]=1)=O)(C)(C)C.Cl.[OH-].[Na+], predict the reaction product. The product is: [CH3:26][O:25][C:24]1[CH:23]=[C:22]2[C:18]([C:19]([C:31]3[CH:32]=[CH:33][CH:34]=[CH:35][CH:36]=3)([C:27]([F:30])([F:28])[F:29])[O:20][CH2:21]2)=[CH:17][C:16]=1[CH2:15][NH:14][C@H:10]1[CH2:11][CH2:12][CH2:13][NH:8][C@H:9]1[C:37]1[CH:42]=[CH:41][CH:40]=[CH:39][CH:38]=1. (4) Given the reactants Br[CH:2]([C:23]1[CH:28]=[CH:27][CH:26]=[CH:25][CH:24]=1)[C:3]([C:5]1[CH:10]=[CH:9][C:8]([C:11]2([NH:15][C:16](=[O:22])[O:17][C:18]([CH3:21])([CH3:20])[CH3:19])[CH2:14][CH2:13][CH2:12]2)=[CH:7][CH:6]=1)=O.[Cl:29][C:30]1[N:35]=[N:34][C:33]([NH2:36])=[C:32]([CH3:37])[C:31]=1[CH3:38].C(N(CC)C(C)C)(C)C, predict the reaction product. The product is: [Cl:29][C:30]1[C:31]([CH3:38])=[C:32]([CH3:37])[C:33]2[N:34]([C:2]([C:23]3[CH:28]=[CH:27][CH:26]=[CH:25][CH:24]=3)=[C:3]([C:5]3[CH:10]=[CH:9][C:8]([C:11]4([NH:15][C:16](=[O:22])[O:17][C:18]([CH3:21])([CH3:20])[CH3:19])[CH2:14][CH2:13][CH2:12]4)=[CH:7][CH:6]=3)[N:36]=2)[N:35]=1. (5) Given the reactants CN(C)C(=O)C.[Br:7][C:8]1[CH:13]=[C:12]([Cl:14])[CH:11]=[CH:10][C:9]=1F.C(=O)([O-])[O-].[Cs+].[Cs+].[NH:22]1[CH:26]=[CH:25][CH:24]=[N:23]1, predict the reaction product. The product is: [Br:7][C:8]1[CH:13]=[C:12]([Cl:14])[CH:11]=[CH:10][C:9]=1[N:22]1[CH:26]=[CH:25][CH:24]=[N:23]1. (6) The product is: [CH3:19][CH:18]([CH:7]([C:1]1[CH:6]=[CH:5][CH:4]=[CH:3][CH:2]=1)[C:8](=[O:13])[CH2:9][CH2:10][CH2:11][CH3:12])[CH3:20]. Given the reactants [C:1]1([CH2:7][C:8](=[O:13])[CH2:9][CH2:10][CH2:11][CH3:12])[CH:6]=[CH:5][CH:4]=[CH:3][CH:2]=1.C[O-].[Na+].I[CH:18]([CH3:20])[CH3:19], predict the reaction product. (7) Given the reactants [Cl:1][C:2]1[C:3]([O:23][CH3:24])=[CH:4][C:5]2[CH2:14][CH:13]([CH3:15])[N:12]3[C:7](=[CH:8][C:9](=[O:21])[C:10]([C:16]([O:18]CC)=[O:17])=[CH:11]3)[C:6]=2[CH:22]=1.O[Li].O, predict the reaction product. The product is: [Cl:1][C:2]1[C:3]([O:23][CH3:24])=[CH:4][C:5]2[CH2:14][CH:13]([CH3:15])[N:12]3[C:7](=[CH:8][C:9](=[O:21])[C:10]([C:16]([OH:18])=[O:17])=[CH:11]3)[C:6]=2[CH:22]=1.